This data is from Reaction yield outcomes from USPTO patents with 853,638 reactions. The task is: Predict the reaction yield, written as a fraction of the theoretical maximum amount of product (1.0 means a 100% yield; for example, 0.34 means a 34% yield). (1) The reactants are C[Si](C#C[C:7]1[CH:8]=[CH:9][C:10]([NH2:13])=[N:11][CH:12]=1)(C)C.CO.C(=O)([O-])[O-].[K+].[K+].O1CC[CH2:24][CH2:23]1. No catalyst specified. The product is [C:23]([NH:13][C:10]1[CH:9]=[CH:8][CH:7]=[CH:12][N:11]=1)#[CH:24]. The yield is 0.990. (2) The reactants are [F:1][C:2]([F:9])([F:8])[C:3]1[CH:7]=[CH:6][NH:5][N:4]=1.[Cl:10][C:11]1[CH:18]=[C:17](F)[CH:16]=[CH:15][C:12]=1[C:13]#[N:14].C(=O)([O-])[O-].[K+].[K+].O. The catalyst is CN(C)C=O. The product is [Cl:10][C:11]1[CH:18]=[C:17]([C:7]2[C:3]([C:2]([F:9])([F:8])[F:1])=[N:4][NH:5][CH:6]=2)[CH:16]=[CH:15][C:12]=1[C:13]#[N:14]. The yield is 0.920. (3) The product is [NH2:31][CH:21]([C:22]1[CH:27]=[CH:26][CH:25]=[CH:24][CH:23]=1)[CH2:20][CH2:19][CH2:18][N:10]([C@H:8]([C:5]1[CH:6]=[CH:7][C:2]([Br:1])=[CH:3][CH:4]=1)[CH3:9])[C:11](=[O:17])[O:12][C:13]([CH3:16])([CH3:15])[CH3:14]. The catalyst is CO. The reactants are [Br:1][C:2]1[CH:7]=[CH:6][C:5]([C@@H:8]([N:10]([CH2:18][CH2:19][CH2:20][C:21](=O)[C:22]2[CH:27]=[CH:26][CH:25]=[CH:24][CH:23]=2)[C:11](=[O:17])[O:12][C:13]([CH3:16])([CH3:15])[CH3:14])[CH3:9])=[CH:4][CH:3]=1.[BH3-]C#[N:31].[Na+]. The yield is 0.930. (4) The reactants are C(OC(=O)N[CH2:8][CH2:9][O:10][CH2:11][CH2:12][O:13][CH2:14][CH2:15][O:16][CH2:17][CH2:18][NH:19][C:20]1[CH:25]=[CH:24][C:23]([C:26](=[O:40])[C:27]2[CH:32]=[CH:31][C:30]([O:33][CH2:34][CH2:35][CH2:36][N:37]=[N+:38]=[N-:39])=[CH:29][CH:28]=2)=[CH:22][CH:21]=1)(C)(C)C.C(Cl)Cl.[C:45]([OH:51])(C(F)(F)F)=[O:46]. No catalyst specified. The product is [N:37]([CH2:36][CH2:35][CH2:34][O:33][C:30]1[CH:31]=[CH:32][C:27]([C:26]([C:23]2[CH:22]=[CH:21][C:20]([NH:19][CH2:18][CH2:17][O:16][CH2:15][CH2:14][O:13][CH2:12][CH2:11][O:10][CH2:9][CH2:8][C:45]([OH:51])=[O:46])=[CH:25][CH:24]=2)=[O:40])=[CH:28][CH:29]=1)=[N+:38]=[N-:39]. The yield is 0.970. (5) The reactants are [Cl:1][C:2]1[CH:7]=[CH:6][C:5](Br)=[CH:4][CH:3]=1.[C:9]([O:13][C:14]([N:16]1[CH2:21][CH2:20][NH:19][C@@H:18]([CH3:22])[CH2:17]1)=[O:15])([CH3:12])([CH3:11])[CH3:10].CC(C)([O-])C.[Na+]. The catalyst is C1(C)C=CC=CC=1.[Pd].[Pd].C(=CC(C=CC1C=CC=CC=1)=O)C1C=CC=CC=1.C(=CC(C=CC1C=CC=CC=1)=O)C1C=CC=CC=1.C(=CC(C=CC1C=CC=CC=1)=O)C1C=CC=CC=1.C1C=CC(P(C2C(C3C(P(C4C=CC=CC=4)C4C=CC=CC=4)=CC=C4C=3C=CC=C4)=C3C(C=CC=C3)=CC=2)C2C=CC=CC=2)=CC=1. The product is [C:9]([O:13][C:14]([N:16]1[CH2:21][CH2:20][N:19]([C:5]2[CH:6]=[CH:7][C:2]([Cl:1])=[CH:3][CH:4]=2)[C@@H:18]([CH3:22])[CH2:17]1)=[O:15])([CH3:12])([CH3:10])[CH3:11]. The yield is 0.510. (6) The reactants are Br[C:2]1[CH:7]=[CH:6][CH:5]=[CH:4][N:3]=1.[Cl:8][C:9]1[CH:14]=[CH:13][C:12]([N:15]([C:23](=[O:28])[CH2:24][CH2:25][C:26]#[CH:27])[C:16](=[O:22])[O:17][C:18]([CH3:21])([CH3:20])[CH3:19])=[CH:11][CH:10]=1. The catalyst is C(N(CC)CC)C.[Cu]I.Cl[Pd](Cl)([P](C1C=CC=CC=1)(C1C=CC=CC=1)C1C=CC=CC=1)[P](C1C=CC=CC=1)(C1C=CC=CC=1)C1C=CC=CC=1. The product is [Cl:8][C:9]1[CH:10]=[CH:11][C:12]([N:15]([C:23](=[O:28])[CH2:24][CH2:25][C:26]#[C:27][C:2]2[CH:7]=[CH:6][CH:5]=[CH:4][N:3]=2)[C:16](=[O:22])[O:17][C:18]([CH3:19])([CH3:20])[CH3:21])=[CH:13][CH:14]=1. The yield is 0.550. (7) The reactants are Br[C:2]1[CH:7]=[CH:6][C:5]([O:8][CH3:9])=[C:4]([Cl:10])[C:3]=1[Cl:11].[Li]CCCC.[B:17](OC)([O:20]C)[O:18]C.Cl. The catalyst is C1COCC1. The product is [Cl:11][C:3]1[C:4]([Cl:10])=[C:5]([O:8][CH3:9])[CH:6]=[CH:7][C:2]=1[B:17]([OH:20])[OH:18]. The yield is 0.590.